From a dataset of Retrosynthesis with 50K atom-mapped reactions and 10 reaction types from USPTO. Predict the reactants needed to synthesize the given product. Given the product CCC(CC)(Oc1ccc(Cl)cc1C1CC(=O)NC(c2cc(F)ccc2C)C12C(=O)Nc1cc(Cl)ccc12)C(=O)O, predict the reactants needed to synthesize it. The reactants are: CCC(CC)(Oc1ccc(Cl)cc1C1CC(=O)NC(c2cc(F)ccc2C)C12C(=O)Nc1cc(Cl)ccc12)C(=O)OC.